Dataset: Full USPTO retrosynthesis dataset with 1.9M reactions from patents (1976-2016). Task: Predict the reactants needed to synthesize the given product. (1) Given the product [F:50][C:19]1[C:20]([O:22][CH2:23][C:24]2[S:28][C:27]([C:29]3[CH:30]=[CH:31][C:32]([C:35]([F:37])([F:38])[F:36])=[CH:33][CH:34]=3)=[N:26][C:25]=2[CH2:39][N:40]2[CH2:45][CH2:44][CH:43]([C:46]([F:49])([F:47])[F:48])[CH2:42][CH2:41]2)=[CH:21][C:14]([O:6][CH2:1][C:2]([F:5])([F:4])[F:3])=[C:15]([CH:18]=1)[C:16]#[N:17], predict the reactants needed to synthesize it. The reactants are: [CH2:1]([OH:6])[C:2]([F:5])([F:4])[F:3].CC(C)([O-])C.[K+].F[C:14]1[CH:21]=[C:20]([O:22][CH2:23][C:24]2[S:28][C:27]([C:29]3[CH:34]=[CH:33][C:32]([C:35]([F:38])([F:37])[F:36])=[CH:31][CH:30]=3)=[N:26][C:25]=2[CH2:39][N:40]2[CH2:45][CH2:44][CH:43]([C:46]([F:49])([F:48])[F:47])[CH2:42][CH2:41]2)[C:19]([F:50])=[CH:18][C:15]=1[C:16]#[N:17].O. (2) Given the product [C:1]([O:4][C:5]1[CH:14]=[CH:13][C:8]([NH:9][C:10](=[O:18])[CH3:12])=[C:7]([OH:11])[CH:6]=1)(=[O:3])[CH3:2], predict the reactants needed to synthesize it. The reactants are: [C:1]([O:4][C:5]1[CH:14]=[CH:13][C:8]2[N:9]=[C:10]([CH3:12])[O:11][C:7]=2[CH:6]=1)(=[O:3])[CH3:2].FC(F)(F)C(O)=[O:18].C(=O)([O-])O.[Na+]. (3) The reactants are: [CH:16]1C=[C:14]([NH2:17])[C:13](NC([C:11]2[CH:16]=C[C:14]([NH2:17])=[CH:13][CH:12]=2)=O)=[CH:12][CH:11]=1.Cl.[N:19]1([CH2:25][C:26](O)=O)[CH2:24][CH2:23][O:22][CH2:21][CH2:20]1.[OH2:29].O[N:31]1[C:35]2C=C[CH:38]=[CH:39][C:34]=2N=N1.Cl.C[N:42](C)[CH2:43][CH2:44][CH2:45][N:46]=[C:47]=[N:48][CH2:49][CH3:50].C(N(CC)CC)C. Given the product [CH3:38][C:39]1[C:45]([NH:46][C:47]2[O:29][C:50]([C:12]3[CH:11]=[CH:16][N:17]=[CH:14][CH:13]=3)=[CH:49][N:48]=2)=[CH:44][C:43]2[NH:42][C:26]([CH2:25][N:19]3[CH2:20][CH2:21][O:22][CH2:23][CH2:24]3)=[N:31][C:35]=2[CH:34]=1, predict the reactants needed to synthesize it.